From a dataset of Full USPTO retrosynthesis dataset with 1.9M reactions from patents (1976-2016). Predict the reactants needed to synthesize the given product. (1) Given the product [CH2:1]([N:5]1[CH2:10][CH:9]=[C:8]([C:11]2[C:19]3[C:14](=[CH:15][C:16]([C:20]([N:22]4[CH2:27][CH2:26][N:25]([CH:28]([CH3:30])[CH3:29])[CH2:24][CH2:23]4)=[O:21])=[CH:17][CH:18]=3)[N:13]([S:64]([CH3:63])(=[O:66])=[O:65])[CH:12]=2)[CH2:7][CH2:6]1)[CH:2]([CH3:4])[CH3:3], predict the reactants needed to synthesize it. The reactants are: [CH2:1]([N:5]1[CH2:10][CH:9]=[C:8]([C:11]2[C:19]3[C:14](=[CH:15][C:16]([C:20]([N:22]4[CH2:27][CH2:26][N:25]([CH:28]([CH3:30])[CH3:29])[CH2:24][CH2:23]4)=[O:21])=[CH:17][CH:18]=3)[N:13](C)[CH:12]=2)[CH2:7][CH2:6]1)[CH:2]([CH3:4])[CH3:3].Cl.C(N1CC=C(C2C3C(=CC(C(N4CCN(C(C)C)CC4)=O)=CC=3)NC=2)CC1)C(C)C.[CH3:63][S:64](Cl)(=[O:66])=[O:65]. (2) The reactants are: FC(F)(F)C(OC(=O)C(F)(F)F)=[O:4].[Br:14][C:15]1[C:16]([O:23][CH2:24][CH:25]2[CH2:27][CH2:26]2)=[CH:17][C:18]([CH3:22])=[N+:19]([O-])[CH:20]=1. Given the product [Br:14][C:15]1[C:16]([O:23][CH2:24][CH:25]2[CH2:27][CH2:26]2)=[CH:17][C:18]([CH2:22][OH:4])=[N:19][CH:20]=1, predict the reactants needed to synthesize it. (3) The reactants are: [CH2:1]([NH:8][C:9](=[O:16])[NH:10][O:11][CH2:12][C:13]([OH:15])=O)[C:2]1[CH:7]=[CH:6][CH:5]=[CH:4][CH:3]=1.[NH2:17][C@@H:18]([CH3:42])[C:19]([N:21]([C@@H:33]([CH3:41])[CH:34]([O:38][CH2:39][CH3:40])[O:35][CH2:36][CH3:37])[CH2:22][C:23]1[C:32]2[C:27](=[CH:28][CH:29]=[CH:30][CH:31]=2)[CH:26]=[CH:25][CH:24]=1)=[O:20]. Given the product [CH2:1]([NH:8][C:9]([NH:10][O:11][CH2:12][C:13]([NH:17][C@@H:18]([CH3:42])[C:19]([N:21]([C@@H:33]([CH3:41])[CH:34]([O:38][CH2:39][CH3:40])[O:35][CH2:36][CH3:37])[CH2:22][C:23]1[C:32]2[C:27](=[CH:28][CH:29]=[CH:30][CH:31]=2)[CH:26]=[CH:25][CH:24]=1)=[O:20])=[O:15])=[O:16])[C:2]1[CH:3]=[CH:4][CH:5]=[CH:6][CH:7]=1, predict the reactants needed to synthesize it. (4) Given the product [CH:42]([O:44][CH2:45][CH2:46][O:47][NH:48][C:21]([C:10]1[CH:11]=[C:12]2[C:17](=[C:18]([F:19])[C:9]=1[NH:8][C:5]1[CH:6]=[CH:7][C:2]([Br:1])=[CH:3][C:4]=1[Cl:24])[N:16]=[CH:15][N:14]=[C:13]2[CH3:20])=[O:22])=[CH2:43], predict the reactants needed to synthesize it. The reactants are: [Br:1][C:2]1[CH:7]=[CH:6][C:5]([NH:8][C:9]2[C:18]([F:19])=[C:17]3[C:12]([C:13]([CH3:20])=[N:14][CH:15]=[N:16]3)=[CH:11][C:10]=2[C:21](O)=[O:22])=[C:4]([Cl:24])[CH:3]=1.C1C=CC2N(O)N=NC=2C=1.CCN(CC)CC.[CH:42]([O:44][CH2:45][CH2:46][O:47][NH2:48])=[CH2:43].CCN=C=NCCCN(C)C.